Task: Predict the product of the given reaction.. Dataset: Forward reaction prediction with 1.9M reactions from USPTO patents (1976-2016) (1) Given the reactants Br[C:2]1[CH:3]=[C:4]([CH3:14])[C:5]2[N:9]=[C:8]([CH2:10][CH2:11][CH3:12])[NH:7][C:6]=2[CH:13]=1.[C:15]1(B(O)O)[CH:20]=[CH:19][CH:18]=[CH:17][CH:16]=1.C(=O)([O-])[O-].[Na+].[Na+].Cl, predict the reaction product. The product is: [CH3:14][C:4]1[C:5]2[N:9]=[C:8]([CH2:10][CH2:11][CH3:12])[NH:7][C:6]=2[CH:13]=[C:2]([C:15]2[CH:20]=[CH:19][CH:18]=[CH:17][CH:16]=2)[CH:3]=1. (2) The product is: [O:15]=[C:13]1[N:12]([C:16]2[CH:17]=[C:18]3[C:22](=[CH:23][CH:24]=2)[N:21]([CH2:25][CH2:26][CH3:27])[C:20](=[O:28])[CH2:19]3)[CH2:11][C@H:10]([CH2:9][NH:8][C:1](=[O:3])[CH3:2])[O:14]1. Given the reactants [C:1](OC(=O)C)(=[O:3])[CH3:2].[NH2:8][CH2:9][C@H:10]1[O:14][C:13](=[O:15])[N:12]([C:16]2[CH:17]=[C:18]3[C:22](=[CH:23][CH:24]=2)[N:21]([CH2:25][CH2:26][CH3:27])[C:20](=[O:28])[CH2:19]3)[CH2:11]1.C(N(CC)C(C)C)(C)C, predict the reaction product. (3) Given the reactants [CH3:1][C:2]1[CH:12]=[N:11][C:5]2[NH:6][CH2:7][C:8](=[O:10])[NH:9][C:4]=2[CH:3]=1.Cl[C:14]([O:16][C:17]1[CH:22]=[CH:21][C:20]([N+:23]([O-:25])=[O:24])=[CH:19][CH:18]=1)=[O:15].O, predict the reaction product. The product is: [CH3:1][C:2]1[CH:12]=[N:11][C:5]2[N:6]([C:14]([O:16][C:17]3[CH:18]=[CH:19][C:20]([N+:23]([O-:25])=[O:24])=[CH:21][CH:22]=3)=[O:15])[CH2:7][C:8](=[O:10])[NH:9][C:4]=2[CH:3]=1.